This data is from NCI-60 drug combinations with 297,098 pairs across 59 cell lines. The task is: Regression. Given two drug SMILES strings and cell line genomic features, predict the synergy score measuring deviation from expected non-interaction effect. (1) Drug 1: CC1C(C(=O)NC(C(=O)N2CCCC2C(=O)N(CC(=O)N(C(C(=O)O1)C(C)C)C)C)C(C)C)NC(=O)C3=C4C(=C(C=C3)C)OC5=C(C(=O)C(=C(C5=N4)C(=O)NC6C(OC(=O)C(N(C(=O)CN(C(=O)C7CCCN7C(=O)C(NC6=O)C(C)C)C)C)C(C)C)C)N)C. Drug 2: CC1CCCC2(C(O2)CC(NC(=O)CC(C(C(=O)C(C1O)C)(C)C)O)C(=CC3=CSC(=N3)C)C)C. Cell line: COLO 205. Synergy scores: CSS=63.4, Synergy_ZIP=1.41, Synergy_Bliss=1.15, Synergy_Loewe=-4.85, Synergy_HSA=1.08. (2) Drug 1: CN(C)C1=NC(=NC(=N1)N(C)C)N(C)C. Drug 2: CC12CCC3C(C1CCC2OP(=O)(O)O)CCC4=C3C=CC(=C4)OC(=O)N(CCCl)CCCl.[Na+]. Cell line: PC-3. Synergy scores: CSS=-1.40, Synergy_ZIP=0.197, Synergy_Bliss=0.630, Synergy_Loewe=-0.913, Synergy_HSA=-0.515. (3) Drug 1: CC1OCC2C(O1)C(C(C(O2)OC3C4COC(=O)C4C(C5=CC6=C(C=C35)OCO6)C7=CC(=C(C(=C7)OC)O)OC)O)O. Drug 2: C1=NC(=NC(=O)N1C2C(C(C(O2)CO)O)O)N. Cell line: OVCAR-8. Synergy scores: CSS=27.7, Synergy_ZIP=1.27, Synergy_Bliss=2.34, Synergy_Loewe=-1.22, Synergy_HSA=2.96. (4) Drug 1: CN(C)N=NC1=C(NC=N1)C(=O)N. Drug 2: CC1=C(C(=CC=C1)Cl)NC(=O)C2=CN=C(S2)NC3=CC(=NC(=N3)C)N4CCN(CC4)CCO. Cell line: M14. Synergy scores: CSS=-26.3, Synergy_ZIP=9.83, Synergy_Bliss=1.59, Synergy_Loewe=-14.0, Synergy_HSA=-14.3. (5) Cell line: HOP-62. Synergy scores: CSS=16.0, Synergy_ZIP=1.91, Synergy_Bliss=-0.103, Synergy_Loewe=-38.1, Synergy_HSA=-1.92. Drug 2: CCC1(C2=C(COC1=O)C(=O)N3CC4=CC5=C(C=CC(=C5CN(C)C)O)N=C4C3=C2)O.Cl. Drug 1: CC1C(C(CC(O1)OC2CC(CC3=C2C(=C4C(=C3O)C(=O)C5=C(C4=O)C(=CC=C5)OC)O)(C(=O)CO)O)N)O.Cl. (6) Drug 1: C1CCC(CC1)NC(=O)N(CCCl)N=O. Drug 2: CN(C)C1=NC(=NC(=N1)N(C)C)N(C)C. Cell line: SK-MEL-2. Synergy scores: CSS=17.4, Synergy_ZIP=9.20, Synergy_Bliss=13.4, Synergy_Loewe=9.93, Synergy_HSA=10.3.